This data is from Full USPTO retrosynthesis dataset with 1.9M reactions from patents (1976-2016). The task is: Predict the reactants needed to synthesize the given product. Given the product [C:1]([O:5][C:6](=[O:24])[NH:7][C:8]1[CH:13]=[CH:12][C:11]([C:14]#[C:15][C:16]2[CH:17]=[CH:18][C:19]([F:22])=[CH:20][CH:21]=2)=[CH:10][C:9]=1[NH:23][C:38](=[O:39])[CH2:37][C:36]([C:34]1[CH:33]=[CH:32][N:31]=[C:30]([N:25]2[CH:29]=[CH:28][N:27]=[CH:26]2)[CH:35]=1)=[O:41])([CH3:4])([CH3:2])[CH3:3], predict the reactants needed to synthesize it. The reactants are: [C:1]([O:5][C:6](=[O:24])[NH:7][C:8]1[CH:13]=[CH:12][C:11]([C:14]#[C:15][C:16]2[CH:21]=[CH:20][C:19]([F:22])=[CH:18][CH:17]=2)=[CH:10][C:9]=1[NH2:23])([CH3:4])([CH3:3])[CH3:2].[N:25]1([C:30]2[CH:35]=[C:34]([C:36]3[O:41]C(C)(C)[O:39][C:38](=O)[CH:37]=3)[CH:33]=[CH:32][N:31]=2)[CH:29]=[CH:28][N:27]=[CH:26]1.